Task: Predict the product of the given reaction.. Dataset: Forward reaction prediction with 1.9M reactions from USPTO patents (1976-2016) (1) Given the reactants C([O:3][C:4](=[O:19])[CH2:5][N:6]([CH3:18])[C:7]1[CH:12]=[CH:11][C:10]([O:13][C:14]([F:17])([F:16])[F:15])=[CH:9][CH:8]=1)C.[OH-].[K+].Cl, predict the reaction product. The product is: [CH3:18][N:6]([C:7]1[CH:12]=[CH:11][C:10]([O:13][C:14]([F:15])([F:16])[F:17])=[CH:9][CH:8]=1)[CH2:5][C:4]([OH:19])=[O:3]. (2) Given the reactants [CH3:1][C:2]([C:5]1[CH:33]=[C:32]([C:34]([CH3:37])([CH3:36])[CH3:35])[C:30](=[O:31])[C:7](=[CH:8][NH:9][CH2:10][CH2:11][CH2:12][NH:13][CH:14]=[C:15]2[C:20](=[O:21])[C:19]([C:22]([CH3:25])([CH3:24])[CH3:23])=[CH:18][C:17]([C:26]([CH3:29])([CH3:28])[CH3:27])=[CH:16]2)[CH:6]=1)([CH3:4])[CH3:3].O.[C:39]([OH:43])(=[O:42])[CH:40]=[O:41].C(N(CC)CC)C, predict the reaction product. The product is: [CH3:29][C:26]([C:17]1[CH:18]=[C:19]([C:22]([CH3:25])([CH3:24])[CH3:23])[C:20](=[O:21])[C:15](=[CH:14][NH:13][CH2:12][CH2:11][CH2:10][NH:9][CH:8]=[C:7]2[C:30](=[O:31])[C:32]([C:34]([CH3:35])([CH3:36])[CH3:37])=[CH:33][C:5]([C:2]([CH3:4])([CH3:3])[CH3:1])=[CH:6]2)[CH:16]=1)([CH3:27])[CH3:28].[C:39]([OH:43])(=[O:42])[CH:40]=[O:41]. (3) Given the reactants C1(C(C2C=CC=CC=2)(C2C=CC=CC=2)[N:8]2[C:12]3[CH:13]=[CH:14][C:15]([C:17]([O:19]C)=O)=[CH:16][C:11]=3[N:10]=[CH:9]2)C=CC=CC=1.Cl.[Cl:34][C:35]1[CH:36]=[C:37]2[C:42](=[CH:43][CH:44]=1)[CH:41]=[C:40]([S:45]([N:48]1[CH2:53][CH2:52][NH:51][CH2:50][CH2:49]1)(=[O:47])=[O:46])[CH:39]=[CH:38]2, predict the reaction product. The product is: [ClH:34].[N:8]1[C:12]2[CH:13]=[CH:14][C:15]([C:17]([N:51]3[CH2:50][CH2:49][N:48]([S:45]([C:40]4[CH:39]=[CH:38][C:37]5[C:42](=[CH:43][CH:44]=[C:35]([Cl:34])[CH:36]=5)[CH:41]=4)(=[O:47])=[O:46])[CH2:53][CH2:52]3)=[O:19])=[CH:16][C:11]=2[NH:10][CH:9]=1. (4) The product is: [C:20]([O:1][CH:2]1[CH2:3][CH2:4][N:5]([C:8]([O:10][C:11]([CH3:14])([CH3:13])[CH3:12])=[O:9])[CH2:6][CH2:7]1)(=[O:27])[C:21]1[CH:26]=[CH:25][CH:24]=[CH:23][CH:22]=1. Given the reactants [OH:1][CH:2]1[CH2:7][CH2:6][N:5]([C:8]([O:10][C:11]([CH3:14])([CH3:13])[CH3:12])=[O:9])[CH2:4][CH2:3]1.C1COCC1.[C:20](Cl)(=[O:27])[C:21]1[CH:26]=[CH:25][CH:24]=[CH:23][CH:22]=1.O, predict the reaction product.